This data is from Full USPTO retrosynthesis dataset with 1.9M reactions from patents (1976-2016). The task is: Predict the reactants needed to synthesize the given product. (1) Given the product [CH3:31][C:20]1[CH:21]=[C:22]([CH:28]=[C:29]([CH3:30])[C:19]=1[NH:18][C:16](=[O:17])[C:15]1[CH:32]=[C:11]([N:8]2[CH2:9][CH2:10][C:5](=[O:4])[CH2:6][CH2:7]2)[CH:12]=[CH:13][C:14]=1[CH3:33])[C:23]([O:25][CH2:26][CH3:27])=[O:24], predict the reactants needed to synthesize it. The reactants are: O1[C:5]2([CH2:10][CH2:9][N:8]([C:11]3[CH:12]=[CH:13][C:14]([CH3:33])=[C:15]([CH:32]=3)[C:16]([NH:18][C:19]3[C:29]([CH3:30])=[CH:28][C:22]([C:23]([O:25][CH2:26][CH3:27])=[O:24])=[CH:21][C:20]=3[CH3:31])=[O:17])[CH2:7][CH2:6]2)[O:4]CC1.Cl. (2) Given the product [C:8]([C:12]1[N:16]([CH2:17][CH:18]2[CH2:19][CH2:20][O:21][CH2:22][CH2:23]2)[C:15]2[CH:24]=[CH:25][C:26]([S:28]([N:3]3[CH:7]=[CH:6][CH:5]=[CH:4]3)(=[O:29])=[O:30])=[CH:27][C:14]=2[N:13]=1)([CH3:11])([CH3:9])[CH3:10], predict the reactants needed to synthesize it. The reactants are: [H-].[Na+].[NH:3]1[CH:7]=[CH:6][CH:5]=[CH:4]1.[C:8]([C:12]1[N:16]([CH2:17][CH:18]2[CH2:23][CH2:22][O:21][CH2:20][CH2:19]2)[C:15]2[CH:24]=[CH:25][C:26]([S:28](Cl)(=[O:30])=[O:29])=[CH:27][C:14]=2[N:13]=1)([CH3:11])([CH3:10])[CH3:9]. (3) Given the product [CH:2]1([NH:5][C:13]2[N:18]3[N:19]=[CH:20][C:21]([CH:22]=[O:23])=[C:17]3[N:16]=[CH:15][CH:14]=2)[CH2:3][CH2:4]1, predict the reactants needed to synthesize it. The reactants are: Br.[CH:2]1([N:5]([C:13]2[N:18]3[N:19]=[CH:20][C:21]([CH:22]=[O:23])=[C:17]3[N:16]=[C:15](C3SC(CO)=CC=3)[CH:14]=2)C(=O)OC(C)(C)C)[CH2:4][CH2:3]1. (4) Given the product [Cl:1][C:2]1[CH:7]=[C:6]([NH2:8])[CH:5]=[N:4][C:3]=1[O:11][CH2:12][CH:13]([CH3:14])[CH3:15], predict the reactants needed to synthesize it. The reactants are: [Cl:1][C:2]1[C:3]([O:11][CH2:12][CH:13]([CH3:15])[CH3:14])=[N:4][CH:5]=[C:6]([N+:8]([O-])=O)[CH:7]=1.